This data is from Full USPTO retrosynthesis dataset with 1.9M reactions from patents (1976-2016). The task is: Predict the reactants needed to synthesize the given product. Given the product [S:24]1[CH:28]=[CH:27][CH:26]=[C:25]1[CH2:29][NH:30][C:2]1[C:11]2=[N:12][NH:13][CH:14]=[C:10]2[C:9]2[CH:8]=[CH:7][CH:6]=[CH:5][C:4]=2[N:3]=1, predict the reactants needed to synthesize it. The reactants are: Cl[C:2]1[C:11]2=[N:12][N:13](CC3C=CC(OC)=CC=3)[CH:14]=[C:10]2[C:9]2[CH:8]=[CH:7][CH:6]=[CH:5][C:4]=2[N:3]=1.[S:24]1[CH:28]=[CH:27][CH:26]=[C:25]1[CH2:29][NH2:30].Cl.